From a dataset of Full USPTO retrosynthesis dataset with 1.9M reactions from patents (1976-2016). Predict the reactants needed to synthesize the given product. (1) Given the product [CH2:1]([O:4][CH2:5][CH:6]([OH:9])[CH2:7][NH:8][C:17](=[O:21])[C:18]([CH3:20])=[CH2:19])[CH:2]=[CH2:3], predict the reactants needed to synthesize it. The reactants are: [CH2:1]([O:4][CH2:5][CH:6]([OH:9])[CH2:7][NH2:8])[CH:2]=[CH2:3].C(N(CC)CC)C.[C:17](Cl)(=[O:21])[C:18]([CH3:20])=[CH2:19]. (2) Given the product [Br-:1].[Br:1][C:2]1[CH:7]=[CH:6][C:5]([NH:8][C:9]2[C:18]3[C:13](=[CH:14][C:15]([O:21][CH2:22][CH:23]4[CH2:28][CH2:27][N+:26]([CH3:42])([CH2:29][C:35]5[N:34]([CH3:41])[CH:33]=[N:37][C:36]=5[N+:38]([O-:40])=[O:39])[CH2:25][CH2:24]4)=[C:16]([O:19][CH3:20])[CH:17]=3)[N:12]=[CH:11][N:10]=2)=[C:4]([F:30])[CH:3]=1, predict the reactants needed to synthesize it. The reactants are: [Br:1][C:2]1[CH:7]=[CH:6][C:5]([NH:8][C:9]2[C:18]3[C:13](=[CH:14][C:15]([O:21][CH2:22][CH:23]4[CH2:28][CH2:27][N:26]([CH3:29])[CH2:25][CH2:24]4)=[C:16]([O:19][CH3:20])[CH:17]=3)[N:12]=[CH:11][N:10]=2)=[C:4]([F:30])[CH:3]=1.BrC[C:33]1[N:34]([CH3:41])[CH:35]=[C:36]([N+:38]([O-:40])=[O:39])[N:37]=1.[CH3:42]COC(C)=O. (3) Given the product [F:1][C:2]1[CH:38]=[CH:37][C:5]([CH2:6][NH:7][C:8](=[O:36])[C:9]2[CH:14]=[CH:13][C:12]([S:15]([N:18]3[C:26]4[C:21](=[CH:22][CH:23]=[CH:24][CH:25]=4)[C:20]([C:40]4[CH:45]=[N:44][C:43]([F:46])=[CH:42][CH:41]=4)=[CH:19]3)(=[O:17])=[O:16])=[CH:11][CH:10]=2)=[CH:4][CH:3]=1, predict the reactants needed to synthesize it. The reactants are: [F:1][C:2]1[CH:38]=[CH:37][C:5]([CH2:6][NH:7][C:8](=[O:36])[C:9]2[CH:14]=[CH:13][C:12]([S:15]([N:18]3[C:26]4[C:21](=[CH:22][CH:23]=[CH:24][CH:25]=4)[C:20](B4OC(C)(C)C(C)(C)O4)=[CH:19]3)(=[O:17])=[O:16])=[CH:11][CH:10]=2)=[CH:4][CH:3]=1.Br[C:40]1[CH:41]=[CH:42][C:43]([F:46])=[N:44][CH:45]=1.[F-].[Cs+]. (4) Given the product [Si:26]([O:17][CH2:16][C@@H:14]1[C@@H:13]([OH:18])[C@:12]([F:20])([CH3:19])[C@H:11]([N:8]2[CH:7]=[N:6][C:5]3[C:9]2=[N:10][C:2]([NH2:1])=[N:3][C:4]=3[NH2:21])[O:15]1)([C:23]([CH3:25])([CH3:24])[CH3:22])([CH3:28])[CH3:27], predict the reactants needed to synthesize it. The reactants are: [NH2:1][C:2]1[N:10]=[C:9]2[C:5]([N:6]=[CH:7][N:8]2[C@@H:11]2[O:15][C@H:14]([CH2:16][OH:17])[C@@H:13]([OH:18])[C@:12]2([F:20])[CH3:19])=[C:4]([NH2:21])[N:3]=1.[CH3:22][C:23]([Si:26](Cl)([CH3:28])[CH3:27])([CH3:25])[CH3:24].CO.